The task is: Predict the reactants needed to synthesize the given product.. This data is from Full USPTO retrosynthesis dataset with 1.9M reactions from patents (1976-2016). (1) Given the product [CH3:10][C:11]1([CH3:19])[O:16][C:15](=[O:17])[C:14](=[CH:20][NH:1][C:2]2[CH:9]=[CH:8][C:5]([C:6]#[N:7])=[CH:4][CH:3]=2)[C:13](=[O:18])[O:12]1, predict the reactants needed to synthesize it. The reactants are: [NH2:1][C:2]1[CH:9]=[CH:8][C:5]([C:6]#[N:7])=[CH:4][CH:3]=1.[CH3:10][C:11]1([CH3:19])[O:16][C:15](=[O:17])[CH2:14][C:13](=[O:18])[O:12]1.[CH3:20]OC(OC)OC. (2) Given the product [F:13][C:14]1[CH:15]=[C:16]([C:48]2[CH:53]=[CH:52][CH:51]=[CH:50][C:49]=2[C:54]2[NH:3][C:4](=[O:7])[O:5][N:55]=2)[CH:17]=[CH:18][C:19]=1[CH2:20][C:21]1[C:22](=[O:47])[N:23]([C@H:33]2[CH2:34][CH2:35][C@H:36]([O:39][C:40]3([C:43]([OH:46])([CH3:45])[CH3:44])[CH2:41][CH2:42]3)[CH2:37][CH2:38]2)[C:24]2[N:25]([N:30]=[CH:31][N:32]=2)[C:26]=1[CH2:27][CH2:28][CH3:29], predict the reactants needed to synthesize it. The reactants are: [Cl-].O[NH3+:3].[C:4](=[O:7])([O-])[OH:5].[Na+].CS(C)=O.[F:13][C:14]1[CH:15]=[C:16]([C:48]2[C:49]([C:54]#[N:55])=[CH:50][CH:51]=[CH:52][CH:53]=2)[CH:17]=[CH:18][C:19]=1[CH2:20][C:21]1[C:22](=[O:47])[N:23]([C@H:33]2[CH2:38][CH2:37][C@H:36]([O:39][C:40]3([C:43]([OH:46])([CH3:45])[CH3:44])[CH2:42][CH2:41]3)[CH2:35][CH2:34]2)[C:24]2[N:25]([N:30]=[CH:31][N:32]=2)[C:26]=1[CH2:27][CH2:28][CH3:29]. (3) Given the product [CH2:36]([O:20][CH2:19][C:18]([C:14]1[C:13]([F:23])=[CH:12][C:11]([N:10]([CH2:9][C:8]2[CH:7]=[CH:6][C:5]([O:4][CH3:3])=[CH:34][CH:33]=2)[CH2:24][C:25]2[CH:26]=[CH:27][C:28]([O:31][CH3:32])=[CH:29][CH:30]=2)=[CH:16][C:15]=1[F:17])([CH3:22])[CH3:21])[CH3:37], predict the reactants needed to synthesize it. The reactants are: [H-].[Na+].[CH3:3][O:4][C:5]1[CH:34]=[CH:33][C:8]([CH2:9][N:10]([CH2:24][C:25]2[CH:30]=[CH:29][C:28]([O:31][CH3:32])=[CH:27][CH:26]=2)[C:11]2[CH:16]=[C:15]([F:17])[C:14]([C:18]([CH3:22])([CH3:21])[CH2:19][OH:20])=[C:13]([F:23])[CH:12]=2)=[CH:7][CH:6]=1.I[CH2:36][CH3:37].[Cl-].[NH4+]. (4) Given the product [OH:2][CH2:1][C:3]1[C:8]([CH:9]([CH3:11])[CH3:10])=[CH:7][C:6]([C:12]([F:15])([F:14])[F:13])=[CH:5][C:4]=1[C:16]1[CH:17]=[CH:18][C:19]([C:22]([O:24][CH3:25])=[O:23])=[CH:20][CH:21]=1, predict the reactants needed to synthesize it. The reactants are: [CH:1]([C:3]1[C:8]([C:9]([CH3:11])=[CH2:10])=[CH:7][C:6]([C:12]([F:15])([F:14])[F:13])=[CH:5][C:4]=1[C:16]1[CH:21]=[CH:20][C:19]([C:22]([O:24][CH3:25])=[O:23])=[CH:18][CH:17]=1)=[O:2]. (5) Given the product [CH2:13]([C:17]1[N:18]=[C:19]([CH3:45])[N:20]([C:39]2[CH:40]=[N:41][CH:42]=[CH:43][CH:44]=2)[C:21](=[O:38])[C:22]=1[CH2:23][C:24]1[CH:25]=[CH:26][C:27]([C:30]2[CH:35]=[CH:34][CH:33]=[CH:32][C:31]=2[C:36]2[NH:3][C:4](=[O:7])[O:5][N:37]=2)=[CH:28][CH:29]=1)[CH2:14][CH2:15][CH3:16], predict the reactants needed to synthesize it. The reactants are: [Cl-].O[NH3+:3].[C:4](=[O:7])([O-])[OH:5].[Na+].CS(C)=O.[CH2:13]([C:17]1[N:18]=[C:19]([CH3:45])[N:20]([C:39]2[CH:40]=[N:41][CH:42]=[CH:43][CH:44]=2)[C:21](=[O:38])[C:22]=1[CH2:23][C:24]1[CH:29]=[CH:28][C:27]([C:30]2[C:31]([C:36]#[N:37])=[CH:32][CH:33]=[CH:34][CH:35]=2)=[CH:26][CH:25]=1)[CH2:14][CH2:15][CH3:16]. (6) Given the product [NH:33]1[C:37]2[CH:38]=[CH:39][CH:40]=[CH:41][C:36]=2[N:35]=[C:34]1[NH:42][CH2:43][CH2:44][CH2:45][CH2:46][NH:47][C:22]([C:19]1[CH:20]=[CH:21][C:6]2[CH:5]([CH2:4][C:3]([O:2][CH3:1])=[O:25])[C:11]3[CH:12]=[CH:13][CH:14]=[CH:15][C:10]=3[C:9](=[O:16])[N:8]([CH3:17])[C:7]=2[CH:18]=1)=[O:24], predict the reactants needed to synthesize it. The reactants are: [CH3:1][O:2][C:3](=[O:25])[CH2:4][CH:5]1[C:11]2[CH:12]=[CH:13][CH:14]=[CH:15][C:10]=2[C:9](=[O:16])[N:8]([CH3:17])[C:7]2[CH:18]=[C:19]([C:22]([OH:24])=O)[CH:20]=[CH:21][C:6]1=2.FC(F)(F)C(O)=O.[NH:33]1[C:37]2[CH:38]=[CH:39][CH:40]=[CH:41][C:36]=2[N:35]=[C:34]1[NH:42][CH2:43][CH2:44][CH2:45][CH2:46][NH2:47]. (7) Given the product [CH3:15][C:12]1([CH3:14])[C:11]([CH3:16])([CH3:17])[O:10][B:9]([C:20]2[CH2:19][CH2:14][CH:12]([CH2:29][C:28]([O:27][CH3:26])=[O:33])[CH2:11][CH:16]=2)[O:13]1, predict the reactants needed to synthesize it. The reactants are: [CH3:16][C:11]1([CH3:17])[C:12]([CH3:15])([CH3:14])[O:13][B:9]([B:9]2[O:13][C:12]([CH3:15])([CH3:14])[C:11]([CH3:17])([CH3:16])[O:10]2)[O:10]1.[C:19]([O-])(=O)[CH3:20].[K+].O1[CH2:29][CH2:28][O:27][CH2:26]C1.ClCCl.[OH2:33].